From a dataset of Peptide-MHC class II binding affinity with 134,281 pairs from IEDB. Regression. Given a peptide amino acid sequence and an MHC pseudo amino acid sequence, predict their binding affinity value. This is MHC class II binding data. (1) The MHC is HLA-DQA10201-DQB10202 with pseudo-sequence HLA-DQA10201-DQB10202. The peptide sequence is DRWLDLRYVGPASAD. The binding affinity (normalized) is 0.158. (2) The peptide sequence is YGKFLANVSTVLTGK. The MHC is DRB1_1602 with pseudo-sequence DRB1_1602. The binding affinity (normalized) is 0.983.